This data is from Full USPTO retrosynthesis dataset with 1.9M reactions from patents (1976-2016). The task is: Predict the reactants needed to synthesize the given product. (1) Given the product [F:1][C:2]1[CH:7]=[CH:6][C:5]([F:8])=[CH:4][C:3]=1[CH:9]=[CH:10][C:11]([NH:13][C@H:14]([C:25]([OH:27])=[O:26])[CH2:15][C:16]1[C:24]2[C:19](=[CH:20][CH:21]=[CH:22][CH:23]=2)[NH:18][CH:17]=1)=[O:12], predict the reactants needed to synthesize it. The reactants are: [F:1][C:2]1[CH:7]=[CH:6][C:5]([F:8])=[CH:4][C:3]=1[CH:9]=[CH:10][C:11]([NH:13][C@H:14]([C:25]([O:27]C)=[O:26])[CH2:15][C:16]1[C:24]2[C:19](=[CH:20][CH:21]=[CH:22][CH:23]=2)[NH:18][CH:17]=1)=[O:12].[OH-].[Na+]. (2) Given the product [N:43]([CH:1]([C:2]1[CH:7]=[CH:6][CH:5]=[CH:4][CH:3]=1)[C:9]1[CH:10]=[C:11]([CH:24]=[CH:25][CH:26]=1)[O:12][CH2:13][C:14]1[CH:23]=[CH:22][C:17]([C:18]([O:20][CH3:21])=[O:19])=[CH:16][CH:15]=1)=[N+:44]=[N-:45], predict the reactants needed to synthesize it. The reactants are: [C:1]([C:9]1[CH:10]=[C:11]([CH:24]=[CH:25][CH:26]=1)[O:12][CH2:13][C:14]1[CH:23]=[CH:22][C:17]([C:18]([O:20][CH3:21])=[O:19])=[CH:16][CH:15]=1)(=O)[C:2]1[CH:7]=[CH:6][CH:5]=[CH:4][CH:3]=1.[BH4-].[Na+].C1(P([N:43]=[N+:44]=[N-:45])(C2C=CC=CC=2)=O)C=CC=CC=1.N12CCCN=C1CCCCC2. (3) Given the product [Cl:6][C:7]1[C:11]([Cl:12])=[C:10]([CH3:13])[NH:9][C:8]=1[C:14]([NH:16][C@@H:17]1[CH2:22][CH2:21][N:20]([C:23]2[S:24][C:25]([C:35]([O-:37])=[O:36])=[C:26]([C:28]([NH:30][CH2:31][CH2:32][O:33][CH3:34])=[O:29])[N:27]=2)[CH2:19][C@@H:18]1[O:38][CH3:39])=[O:15].[CH2:1]([NH2+:3][CH2:4][CH3:5])[CH3:2], predict the reactants needed to synthesize it. The reactants are: [CH2:1]([NH:3][CH2:4][CH3:5])[CH3:2].[Cl:6][C:7]1[C:11]([Cl:12])=[C:10]([CH3:13])[NH:9][C:8]=1[C:14]([NH:16][C@@H:17]1[CH2:22][CH2:21][N:20]([C:23]2[S:24][C:25]([C:35]([OH:37])=[O:36])=[C:26]([C:28]([NH:30][CH2:31][CH2:32][O:33][CH3:34])=[O:29])[N:27]=2)[CH2:19][C@@H:18]1[O:38][CH3:39])=[O:15].C(Cl)Cl. (4) Given the product [C:26]([C:22]1[CH:21]=[C:20]([NH:19][C:18]([C:15]2[CH:16]=[CH:17][C:12]([N:9]3[CH2:10][CH2:11][CH:6]([C:4]([OH:5])=[O:3])[CH2:7][CH2:8]3)=[CH:13][CH:14]=2)=[O:30])[CH:25]=[CH:24][CH:23]=1)([CH3:29])([CH3:27])[CH3:28], predict the reactants needed to synthesize it. The reactants are: C([O:3][C:4]([CH:6]1[CH2:11][CH2:10][N:9]([C:12]2[CH:17]=[CH:16][C:15]([C:18](=[O:30])[NH:19][C:20]3[CH:25]=[CH:24][CH:23]=[C:22]([C:26]([CH3:29])([CH3:28])[CH3:27])[CH:21]=3)=[CH:14][CH:13]=2)[CH2:8][CH2:7]1)=[O:5])C.IC1C=CC(NC(C2C=CC(N3CCC(C(O)=O)CC3)=NC=2)=O)=CC=1C. (5) Given the product [CH2:22]([C:29]1[N:30]=[C:31]([C:33]2[CH:34]=[CH:35][CH:36]=[CH:37][CH:38]=2)[O:32][C:28]=1[CH3:27])[CH2:23][CH:24]=[CH2:25], predict the reactants needed to synthesize it. The reactants are: [I-].C[P+](C1C=CC=CC=1)(C1C=CC=CC=1)C1C=CC=CC=1.[CH2:22]([Li])[CH2:23][CH2:24][CH3:25].[CH3:27][C:28]1[O:32][C:31]([C:33]2[CH:38]=[CH:37][CH:36]=[CH:35][CH:34]=2)=[N:30][C:29]=1CCC=O. (6) Given the product [F:25][C:22]1[CH:23]=[CH:24][C:19]([C:17]2[N:28]=[N:29][C:2]3[CH:1]4[CH2:7][CH:4]([C:3]=3[CH:16]=2)[CH2:5][CH2:6]4)=[C:20]([CH3:26])[CH:21]=1, predict the reactants needed to synthesize it. The reactants are: [CH:1]12[CH2:7][CH:4]([CH2:5][CH2:6]1)[C:3](=O)[C:2]2=O.COP([CH2:16][C:17]([C:19]1[CH:24]=[CH:23][C:22]([F:25])=[CH:21][C:20]=1[CH3:26])=O)(=O)OC.O.[NH2:28][NH2:29].